This data is from NCI-60 drug combinations with 297,098 pairs across 59 cell lines. The task is: Regression. Given two drug SMILES strings and cell line genomic features, predict the synergy score measuring deviation from expected non-interaction effect. (1) Drug 1: C1=NC(=NC(=O)N1C2C(C(C(O2)CO)O)O)N. Drug 2: CN1C2=C(C=C(C=C2)N(CCCl)CCCl)N=C1CCCC(=O)O.Cl. Cell line: A498. Synergy scores: CSS=6.33, Synergy_ZIP=-3.35, Synergy_Bliss=1.67, Synergy_Loewe=-10.3, Synergy_HSA=-0.341. (2) Drug 1: CN(C)N=NC1=C(NC=N1)C(=O)N. Drug 2: C1=NC2=C(N1)C(=S)N=CN2. Cell line: SNB-19. Synergy scores: CSS=0.491, Synergy_ZIP=-3.72, Synergy_Bliss=-8.04, Synergy_Loewe=-24.7, Synergy_HSA=-9.61.